Dataset: Reaction yield outcomes from USPTO patents with 853,638 reactions. Task: Predict the reaction yield, written as a fraction of the theoretical maximum amount of product (1.0 means a 100% yield; for example, 0.34 means a 34% yield). (1) The reactants are [CH3:1][O:2][C:3]([C:5]1[CH:15]=[CH:14][C:8]2[N:9]=[C:10]([CH2:12]O)[S:11][C:7]=2[CH:6]=1)=[O:4].P(Br)(Br)[Br:17].O. The catalyst is C1(C)C=CC=CC=1.CN(C=O)C. The product is [CH3:1][O:2][C:3]([C:5]1[CH:15]=[CH:14][C:8]2[N:9]=[C:10]([CH2:12][Br:17])[S:11][C:7]=2[CH:6]=1)=[O:4]. The yield is 0.360. (2) The reactants are Cl[C:2]1[CH:21]=[CH:20][C:5]([C:6]([NH:8][C:9]2[S:10][C:11]3[CH:17]=[C:16]([O:18][CH3:19])[CH:15]=[CH:14][C:12]=3[N:13]=2)=[O:7])=[CH:4][CH:3]=1.[CH3:22][O:23][C:24]1[CH:29]=[CH:28][C:27]([NH2:30])=[CH:26][CH:25]=1.CC(C1C=C(C(C)C)C(C2C=CC=CC=2P(C2CCCCC2)C2CCCCC2)=C(C(C)C)C=1)C.C(=O)([O-])[O-].[K+].[K+]. The catalyst is C1C=CC(/C=C/C(/C=C/C2C=CC=CC=2)=O)=CC=1.C1C=CC(/C=C/C(/C=C/C2C=CC=CC=2)=O)=CC=1.C1C=CC(/C=C/C(/C=C/C2C=CC=CC=2)=O)=CC=1.[Pd].[Pd].CC(O)(C)C. The product is [CH3:19][O:18][C:16]1[CH:15]=[CH:14][C:12]2[N:13]=[C:9]([NH:8][C:6](=[O:7])[C:5]3[CH:20]=[CH:21][C:2]([NH:30][C:27]4[CH:28]=[CH:29][C:24]([O:23][CH3:22])=[CH:25][CH:26]=4)=[CH:3][CH:4]=3)[S:10][C:11]=2[CH:17]=1. The yield is 0.0700. (3) The reactants are ClC1C(Cl)=CC=CC=1N1[CH2:14][CH2:13][N:12]([CH2:15][CH2:16][CH2:17][CH2:18][O:19][C:20]2[CH:29]=[CH:28][C:27]3[C:22](=[C:23]([OH:30])[CH:24]=[CH:25][CH:26]=3)[N:21]=2)[CH2:11][CH2:10]1.[F:31][C:32]([F:44])([F:43])[C:33]1C=[CH:35][CH:36]=[C:37]2[C:42]=1CNCC2. No catalyst specified. The product is [F:31][C:32]([F:44])([F:43])[C:33]1[CH:42]=[CH:37][CH:36]=[C:35]2[C:10]=1[CH2:11][N:12]([CH2:15][CH2:16][CH2:17][CH2:18][O:19][C:20]1[CH:29]=[CH:28][C:27]3[C:22](=[C:23]([OH:30])[CH:24]=[CH:25][CH:26]=3)[N:21]=1)[CH2:13][CH2:14]2. The yield is 0.320. (4) The reactants are [NH:1]1[C:9]2[C:4](=[CH:5][CH:6]=[CH:7][CH:8]=2)[C:3]2([CH2:13][O:12][C:11]3[CH:14]=[C:15]4[C:19](=[CH:20][C:10]2=3)[CH2:18][CH2:17][O:16]4)[C:2]1=[O:21].C(=O)([O-])[O-].[Cs+].[Cs+].Br[CH2:29][C:30]1[CH:35]=[CH:34][CH:33]=[C:32]([C:36]#[N:37])[CH:31]=1. The catalyst is CC(=O)CC. The product is [O:21]=[C:2]1[C:3]2([CH2:13][O:12][C:11]3[CH:14]=[C:15]4[C:19](=[CH:20][C:10]2=3)[CH2:18][CH2:17][O:16]4)[C:4]2[C:9](=[CH:8][CH:7]=[CH:6][CH:5]=2)[N:1]1[CH2:29][C:30]1[CH:31]=[C:32]([CH:33]=[CH:34][CH:35]=1)[C:36]#[N:37]. The yield is 0.920. (5) The reactants are [H-].[Na+].[OH:3][C:4]1[CH:5]=[C:6]2[C:10](=[CH:11][CH:12]=1)[C:9](=[O:13])[NH:8][C:7]2=[O:14].F[C:16]1[CH:21]=[CH:20][C:19]([N+:22]([O-:24])=[O:23])=[CH:18][CH:17]=1. The catalyst is CN(C=O)C.O. The product is [N+:22]([C:19]1[CH:20]=[CH:21][C:16]([O:3][C:4]2[CH:5]=[C:6]3[C:10](=[CH:11][CH:12]=2)[C:9](=[O:13])[NH:8][C:7]3=[O:14])=[CH:17][CH:18]=1)([O-:24])=[O:23]. The yield is 0.620.